This data is from Forward reaction prediction with 1.9M reactions from USPTO patents (1976-2016). The task is: Predict the product of the given reaction. (1) Given the reactants [Si:1]([O:8][CH2:9][C:10]1[N:15]=[C:14]([CH3:16])[C:13]([NH2:17])=[CH:12][CH:11]=1)([C:4]([CH3:7])([CH3:6])[CH3:5])([CH3:3])[CH3:2].N1C=CC=CC=1.Cl[C:25]([O:27][C:28]1[CH:33]=[CH:32][CH:31]=[CH:30][CH:29]=1)=[O:26], predict the reaction product. The product is: [Si:1]([O:8][CH2:9][C:10]1[N:15]=[C:14]([CH3:16])[C:13]([NH:17][C:25](=[O:26])[O:27][C:28]2[CH:33]=[CH:32][CH:31]=[CH:30][CH:29]=2)=[CH:12][CH:11]=1)([C:4]([CH3:7])([CH3:6])[CH3:5])([CH3:3])[CH3:2]. (2) Given the reactants I[C:2]1[CH:3]=[N:4][CH:5]=[CH:6][CH:7]=1.[O:8]=[C:9]1[CH:14]=[C:13]([O:15][CH:16]2[CH2:21][CH2:20][N:19]([C:22]([O:24][C:25]([CH3:28])([CH3:27])[CH3:26])=[O:23])[CH2:18][CH2:17]2)[CH:12]=[CH:11][NH:10]1.N1C2C(=CC=CC=2O)C=CC=1.C(=O)([O-])[O-].[Cs+].[Cs+], predict the reaction product. The product is: [O:8]=[C:9]1[CH:14]=[C:13]([O:15][CH:16]2[CH2:21][CH2:20][N:19]([C:22]([O:24][C:25]([CH3:28])([CH3:27])[CH3:26])=[O:23])[CH2:18][CH2:17]2)[CH:12]=[CH:11][N:10]1[C:2]1[CH:3]=[N:4][CH:5]=[CH:6][CH:7]=1. (3) The product is: [F:1][C:2]1[CH:7]=[CH:6][CH:5]=[CH:4][C:3]=1[CH2:8][CH2:9][O:10][CH:11]=[CH2:12]. Given the reactants [F:1][C:2]1[CH:7]=[CH:6][CH:5]=[CH:4][C:3]=1[CH2:8][CH2:9][OH:10].[C:11](OC=C)(=O)[CH3:12].C(=O)([O-])[O-].[Na+].[Na+], predict the reaction product. (4) Given the reactants [CH3:1][C:2]1[C:6]2[CH:7]=[CH:8][CH:9]=[CH:10][C:5]=2[O:4][C:3]=1[C:11]([OH:13])=[O:12].[C:14](Cl)(=O)C(Cl)=O.CO, predict the reaction product. The product is: [CH3:1][C:2]1[C:6]2[CH:7]=[CH:8][CH:9]=[CH:10][C:5]=2[O:4][C:3]=1[C:11]([O:13][CH3:14])=[O:12].